Token-level Classification. Given an antigen amino acid sequence, predict which amino acid positions are active epitope sites capable of antibody binding. Output is a list of indices for active positions. From a dataset of B-cell epitopes from IEDB database with 3,159 antigens for binding position prediction. (1) Given the antigen sequence: MGSLEMVPMGAGPPSPGGDPDGYDGGNNSQYPSASGSSGNTPTPPNDEERESNEEPPPPYEDPYWGNGDRHSDYQPLGTQDQSLYLGLQHDGNDGLPPPPYSPRDDSSQHIYEEAGRGSMNPVCLPVIVAPYLFWLAAIAASCFTASVSTVVTATGLALSLLLLAAVASSYAAAQRKLLTPVTVLTAVVTFFAICLTWRIEDPPFNSLLFALLAAAGGLQGIYVLVMLVLLILAYRRRWRRLTVCGGIMFLACVLVLIVDAVLQLSPLLGAVTVVSMTLLLLAFVLWLSSPGGLGTLGAALLTLAAALALLASLILGTLNLTTMFLLMLLWTLVVLLICSSCSSCPLSKILLARLFLYALALLLLASALIAGGSILQTNFKSLSSTEFIPNLFCMLLLIVAGILFILAILTEWGSGNRTYGPVFMCLGGLLTMVAGAVWLTVMSNTLLSAWILTAGFLIFLIGFALFGVIRCCRYCCYYCLTLESEERPPTPYRNTV, which amino acid positions are active epitope sites? The epitope positions are: [425, 426, 427, 428, 429, 430, 431, 432, 433]. The amino acids at these positions are: CLGGLLTMV. (2) Given the antigen sequence: MKVKKTYGFRKSKISKTLCGAVLGTVAAVSVAGQKVFADETTTTSDVDTKVVGTQTGNPATNLPEAQGSASKEAEQSQTKLERQMVHTIEVPKTDLDQAAKDAKSAGVNVVQDADVNKGTVKTPEEAVQKETEIKEDYTKQAEDIKKTTDQYKSDVAAHEAEVAKIKAKNQATKEQYEKDMAAHKAEVERINAANAASKTAYEAKLAQYQADLAAVQKTNAANQAAYQKALAAYQAELKRVQEANAAAKAAYDTAVAANNAKNTEIAAANEEIRKRNATAKAEYETKLAQYQAELKRVQEANAANEADYQAKLTAYQTELARVQKANADAKATYEAAVAANNAKNAALTAENTAIKQRNENAKATYEAALKQYEADLAAVKKANAANEADYQAKLTAYQTELARVQKANADAKAAYEAAVAANNAANAALTAENTAIKKRNADAKADYEAKLAKYQADLAKYQKDLADYPVKLKAYEDEQTSIKAALAELEKHKNEDGNL..., which amino acid positions are active epitope sites? The epitope positions are: [358, 359, 360, 361, 362, 363, 364, 365, 366, 367]. The amino acids at these positions are: NENAKATYEA. (3) Given the antigen sequence: AEGDDPAKAAFDSLQASATEYIGYAWAMVVVIVGATIGIKLFKKFTSKAS, which amino acid positions are active epitope sites? The epitope positions are: [0, 1, 2, 3, 4, 5, 6, 7, 8]. The amino acids at these positions are: AEGDDPAKA.